Dataset: Full USPTO retrosynthesis dataset with 1.9M reactions from patents (1976-2016). Task: Predict the reactants needed to synthesize the given product. (1) Given the product [Cl:13][C:10]1[C:9]2[C:4](=[CH:5][C:6]([F:15])=[CH:7][C:8]=2[F:14])[N:3]=[C:2]([C:27]2[CH:26]=[CH:25][N:24]=[C:23]([N:20]3[CH2:19][CH2:18][N:17]([CH3:16])[CH2:22][CH2:21]3)[CH:28]=2)[C:11]=1[CH3:12], predict the reactants needed to synthesize it. The reactants are: Cl[C:2]1[C:11]([CH3:12])=[C:10]([Cl:13])[C:9]2[C:4](=[CH:5][C:6]([F:15])=[CH:7][C:8]=2[F:14])[N:3]=1.[CH3:16][N:17]1[CH2:22][CH2:21][N:20]([C:23]2[CH:28]=[C:27](B3OC(C)(C)C(C)(C)O3)[CH:26]=[CH:25][N:24]=2)[CH2:19][CH2:18]1.C(=O)([O-])[O-].[K+].[K+]. (2) Given the product [CH2:16]([C:13]1[CH:14]=[CH:15][C:10]([S:7][C:1]2[CH:6]=[CH:5][CH:4]=[CH:3][CH:2]=2)=[C:11]([N+:18]([O-:20])=[O:19])[CH:12]=1)[CH3:17], predict the reactants needed to synthesize it. The reactants are: [C:1]1([S-:7])[CH:6]=[CH:5][CH:4]=[CH:3][CH:2]=1.[Na+].Cl[C:10]1[CH:15]=[CH:14][C:13]([CH2:16][CH3:17])=[CH:12][C:11]=1[N+:18]([O-:20])=[O:19].ClC1C=CC(C)=CC=1[N+]([O-])=O.